This data is from Catalyst prediction with 721,799 reactions and 888 catalyst types from USPTO. The task is: Predict which catalyst facilitates the given reaction. (1) Reactant: [Br:1][C:2]1[CH:3]=[CH:4][C:5]([N:16]=O)=[C:6]([CH:15]=1)[NH:7][C:8]1[CH:13]=[CH:12][C:11]([Br:14])=[CH:10][CH:9]=1.O. Product: [Br:1][C:2]1[CH:3]=[CH:4][C:5]2[C:6](=[N:7][C:8]3[C:13]([N:16]=2)=[CH:12][C:11]([Br:14])=[CH:10][CH:9]=3)[CH:15]=1. The catalyst class is: 52. (2) Reactant: [N+:1]([C:4]1[CH:10]=[C:9]([O:11][C:12]([F:15])([F:14])[F:13])[CH:8]=[CH:7][C:5]=1N)([O-])=O.[C:16]([CH2:18]C(OCC1C=CC=CC=1)=O)#N.C([O-])([O-])=O.[K+].[K+]. Product: [F:13][C:12]([F:15])([F:14])[O:11][C:9]1[CH:10]=[C:4]2[C:5]([CH:16]=[CH:18][NH:1]2)=[CH:7][CH:8]=1. The catalyst class is: 444. (3) Reactant: [CH:1]([C:4]1[CH:9]=[CH:8][CH:7]=[CH:6][C:5]=1[NH:10][C:11]1[CH:12]=[C:13]([C:19]2[CH:24]=[CH:23][CH:22]=[CH:21][CH:20]=2)[C:14]([CH3:18])=[CH:15][C:16]=1[NH2:17])([CH3:3])[CH3:2].S(=O)(O)[O-].[Na+].[CH:30](=O)[C:31]1[CH:36]=[CH:35][CH:34]=[CH:33][CH:32]=1.CN(C=O)C. Product: [CH:1]([C:4]1[CH:9]=[CH:8][CH:7]=[CH:6][C:5]=1[N:10]1[C:11]2[CH:12]=[C:13]([C:19]3[CH:24]=[CH:23][CH:22]=[CH:21][CH:20]=3)[C:14]([CH3:18])=[CH:15][C:16]=2[N:17]=[C:30]1[C:31]1[CH:36]=[CH:35][CH:34]=[CH:33][CH:32]=1)([CH3:3])[CH3:2]. The catalyst class is: 69. (4) Reactant: [OH:1][CH2:2][C:3]([C:11]1[CH:16]=[CH:15][CH:14]=[CH:13][CH:12]=1)([CH2:6][CH2:7][CH2:8][CH2:9][CH3:10])[C:4]#[N:5].[C:17]1([CH3:27])[CH:22]=[CH:21][C:20]([S:23](Cl)(=[O:25])=[O:24])=[CH:19][CH:18]=1.C(N(CC)CC)C.Cl. Product: [C:4]([C:3]([C:11]1[CH:12]=[CH:13][CH:14]=[CH:15][CH:16]=1)([CH2:6][CH2:7][CH2:8][CH2:9][CH3:10])[CH2:2][O:1][S:23]([C:20]1[CH:21]=[CH:22][C:17]([CH3:27])=[CH:18][CH:19]=1)(=[O:25])=[O:24])#[N:5]. The catalyst class is: 4. (5) Reactant: [CH2:1]([O:4][NH:5][C:6](=[O:12])[O:7][C:8]([CH3:11])([CH3:10])[CH3:9])[CH:2]=[CH2:3].[OH:13]NC(=O)OC(C)(C)C.[H-].[Na+].C(Br)C=C.ClC1C=CC=C(C(OO)=O)C=1. Product: [O:13]1[CH2:3][CH:2]1[CH2:1][O:4][NH:5][C:6](=[O:12])[O:7][C:8]([CH3:11])([CH3:10])[CH3:9]. The catalyst class is: 4. (6) Reactant: [Cl:1][P:2](Cl)[O:3][CH2:4][CH2:5][C:6]#[N:7].[CH:9]([N:12]([CH:15]([CH3:17])[CH3:16])CC)([CH3:11])[CH3:10].C(NC(C)C)(C)C. Product: [CH:9]([N:12]([P:2]([Cl:1])[O:3][CH2:4][CH2:5][C:6]#[N:7])[CH:15]([CH3:17])[CH3:16])([CH3:11])[CH3:10]. The catalyst class is: 154. (7) Reactant: C(O[CH2:5][C:6]([C:8]1[CH:13]=[C:12]([N+:14]([O-:16])=[O:15])[C:11]([O:17][CH3:18])=[C:10]([O:19][CH3:20])[CH:9]=1)=O)(=O)C.[F:21][C:22]([F:33])([F:32])[C:23]1[N:31]=[CH:30][CH:29]=[CH:28][C:24]=1[C:25]([NH2:27])=[O:26].B(F)(F)F.CCOCC. Product: [CH3:20][O:19][C:10]1[CH:9]=[C:8]([C:6]2[N:27]=[C:25]([C:24]3[C:23]([C:22]([F:32])([F:21])[F:33])=[N:31][CH:30]=[CH:29][CH:28]=3)[O:26][CH:5]=2)[CH:13]=[C:12]([N+:14]([O-:16])=[O:15])[C:11]=1[O:17][CH3:18]. The catalyst class is: 113.